This data is from Catalyst prediction with 721,799 reactions and 888 catalyst types from USPTO. The task is: Predict which catalyst facilitates the given reaction. (1) Reactant: Cl[C:2]1[C:3]2[N:4]([N:16]=[CH:17][N:18]=2)[CH:5]=[C:6]([C:8]2[CH:13]=[CH:12][C:11]([Cl:14])=[CH:10][C:9]=2[Cl:15])[N:7]=1.FC(F)(F)C(O)=O.[NH2:26][C:27]1[N:28]=[C:29]([NH:34][CH2:35][CH2:36][NH2:37])[S:30][C:31]=1[C:32]#[N:33].C(N(CC)C(C)C)(C)C. Product: [NH2:26][C:27]1[N:28]=[C:29]([NH:34][CH2:35][CH2:36][NH:37][C:2]2[C:3]3[N:4]([N:16]=[CH:17][N:18]=3)[CH:5]=[C:6]([C:8]3[CH:13]=[CH:12][C:11]([Cl:14])=[CH:10][C:9]=3[Cl:15])[N:7]=2)[S:30][C:31]=1[C:32]#[N:33]. The catalyst class is: 16. (2) Reactant: [NH2:1][C:2]1[C:7]([N+:8]([O-])=O)=[CH:6][N:5]=[C:4]([O:11][C:12]2[CH:13]=[C:14]([CH:19]=[CH:20][CH:21]=2)[C:15]([O:17][CH3:18])=[O:16])[CH:3]=1. Product: [NH2:1][C:2]1[C:7]([NH2:8])=[CH:6][N:5]=[C:4]([O:11][C:12]2[CH:13]=[C:14]([CH:19]=[CH:20][CH:21]=2)[C:15]([O:17][CH3:18])=[O:16])[CH:3]=1. The catalyst class is: 19.